This data is from Forward reaction prediction with 1.9M reactions from USPTO patents (1976-2016). The task is: Predict the product of the given reaction. (1) Given the reactants [CH:1]1([N:7]([CH2:17][CH:18]2[CH2:20][CH2:19]2)[C:8]2[N:13]=[CH:12][N:11]=[C:10]([C:14]([OH:16])=O)[CH:9]=2)[CH2:6][CH2:5][CH2:4][CH2:3][CH2:2]1.C(N(CC)CC)C.[CH3:28][N:29]1[CH:33]=[N:32][N:31]=[C:30]1[C:34]1[CH:40]=[CH:39][C:37]([NH2:38])=[CH:36][CH:35]=1, predict the reaction product. The product is: [CH:1]1([N:7]([CH2:17][CH:18]2[CH2:20][CH2:19]2)[C:8]2[N:13]=[CH:12][N:11]=[C:10]([C:14]([NH:38][C:37]3[CH:36]=[CH:35][C:34]([C:30]4[N:29]([CH3:28])[CH:33]=[N:32][N:31]=4)=[CH:40][CH:39]=3)=[O:16])[CH:9]=2)[CH2:2][CH2:3][CH2:4][CH2:5][CH2:6]1. (2) The product is: [F:26][C:27]1[CH:32]=[CH:31][C:30]([C:2]2[S:6][C:5]([CH2:7][N:8]([CH2:21][C:22]([F:25])([F:23])[F:24])[C:9]3[CH:16]=[CH:15][C:12]([C:13]#[N:14])=[C:11]([C:17]([F:19])([F:20])[F:18])[CH:10]=3)=[CH:4][CH:3]=2)=[CH:29][CH:28]=1. Given the reactants Br[C:2]1[S:6][C:5]([CH2:7][N:8]([CH2:21][C:22]([F:25])([F:24])[F:23])[C:9]2[CH:16]=[CH:15][C:12]([C:13]#[N:14])=[C:11]([C:17]([F:20])([F:19])[F:18])[CH:10]=2)=[CH:4][CH:3]=1.[F:26][C:27]1[CH:32]=[CH:31][C:30](B(O)O)=[CH:29][CH:28]=1.C([O-])(O)=O.[Na+].O, predict the reaction product. (3) Given the reactants [Cl:1][C:2]1[CH:25]=[CH:24][C:5]([CH2:6][N:7]2[C:15]3[C:10](=[CH:11][C:12](/[CH:16]=[C:17]4/[C:18](=[O:23])[NH:19][C:20](=[O:22])[S:21]/4)=[CH:13][CH:14]=3)[CH:9]=[N:8]2)=[C:4]([C:26]([F:29])([F:28])[F:27])[CH:3]=1.[CH3:30][O:31][CH2:32][CH2:33]Br, predict the reaction product. The product is: [Cl:1][C:2]1[CH:25]=[CH:24][C:5]([CH2:6][N:7]2[C:15]3[C:10](=[CH:11][C:12](/[CH:16]=[C:17]4/[C:18](=[O:23])[N:19]([CH2:33][CH2:32][O:31][CH3:30])[C:20](=[O:22])[S:21]/4)=[CH:13][CH:14]=3)[CH:9]=[N:8]2)=[C:4]([C:26]([F:27])([F:29])[F:28])[CH:3]=1. (4) Given the reactants C(O[C:9](=[O:30])[NH:10][C@@H:11]1[CH2:16][CH2:15][C@@H:14]([C:17]([N:19]([CH3:21])[CH3:20])=[O:18])[CH2:13][C@@H:12]1[NH:22][C:23]([O:25][C:26]([CH3:29])([CH3:28])[CH3:27])=[O:24])C1C=CC=CC=1.[H][H].[Li+].[Cl:34][C:35]1[CH:36]=[CH:37][C:38]([NH:41][C:42](=[O:46])C([O-])=O)=[N:39][CH:40]=1.ON1C2C=CC=CC=2N=N1.Cl.CN(C)CCCN=C=NCC, predict the reaction product. The product is: [C:26]([O:25][C:23](=[O:24])[NH:22][C@H:12]1[CH2:13][C@H:14]([C:17]([N:19]([CH3:20])[CH3:21])=[O:18])[CH2:15][CH2:16][C@H:11]1[NH:10][C:9](=[O:30])[C:42]([NH:41][C:38]1[CH:37]=[CH:36][C:35]([Cl:34])=[CH:40][N:39]=1)=[O:46])([CH3:27])([CH3:28])[CH3:29]. (5) The product is: [N:1]1[CH:2]=[CH:3][C:4]([C:7]2[N:11]=[C:10]([CH2:12][NH:13][C:35]([C:28]3[C:29]4[C:34](=[CH:33][CH:32]=[CH:31][CH:30]=4)[NH:26][N:27]=3)=[O:37])[NH:9][N:8]=2)=[CH:5][CH:6]=1. Given the reactants [N:1]1[CH:6]=[CH:5][C:4]([C:7]2[N:11]=[C:10]([CH2:12][NH:13]C(C3C=CC(C(OC)=O)=CC=3)=O)[NH:9][N:8]=2)=[CH:3][CH:2]=1.[NH:26]1[C:34]2[C:29](=[CH:30][CH:31]=[CH:32][CH:33]=2)[C:28]([C:35]([OH:37])=O)=[N:27]1.COC(C1C=CC(C(O)=O)=CC=1)=O, predict the reaction product. (6) Given the reactants [CH:1]1[C:10]2[C:5](=[CH:6][CH:7]=[CH:8][CH:9]=2)[CH:4]=[CH:3][C:2]=1[C:11]([NH:13][C:14]1[CH:36]=[CH:35][C:17]([CH2:18][C:19]2[C:27]3[C:22](=[CH:23][CH:24]=[CH:25][CH:26]=3)[N:21]([CH2:28][C:29]([O:31]CC)=[O:30])[C:20]=2[CH3:34])=[CH:16][CH:15]=1)=[O:12].O.[OH-].[Li+].O1CCCC1.CO, predict the reaction product. The product is: [CH:1]1[C:10]2[C:5](=[CH:6][CH:7]=[CH:8][CH:9]=2)[CH:4]=[CH:3][C:2]=1[C:11]([NH:13][C:14]1[CH:15]=[CH:16][C:17]([CH2:18][C:19]2[C:27]3[C:22](=[CH:23][CH:24]=[CH:25][CH:26]=3)[N:21]([CH2:28][C:29]([OH:31])=[O:30])[C:20]=2[CH3:34])=[CH:35][CH:36]=1)=[O:12].